This data is from Full USPTO retrosynthesis dataset with 1.9M reactions from patents (1976-2016). The task is: Predict the reactants needed to synthesize the given product. (1) Given the product [N:1]1([CH2:21][CH2:22][CH2:23][CH2:24][OH:25])[C:5]2[CH:6]=[CH:7][CH:8]=[CH:9][C:4]=2[N:3]=[CH:2]1, predict the reactants needed to synthesize it. The reactants are: [N:1]1[C:5]2[CH:6]=[CH:7][CH:8]=[CH:9][C:4]=2[NH:3][CH:2]=1.CC(C)([O-])C.[K+].CS(C)=O.Cl[CH2:21][CH2:22][CH2:23][CH2:24][OH:25]. (2) Given the product [Cl:1][C:2]1[CH:3]=[C:4]([N:9]2[CH2:14][CH2:13][N:12]([CH2:24][CH2:23][CH2:22][OH:25])[CH2:11][CH2:10]2)[CH:5]=[CH:6][C:7]=1[Cl:8], predict the reactants needed to synthesize it. The reactants are: [Cl:1][C:2]1[CH:3]=[C:4]([N:9]2[CH2:14][CH2:13][NH:12][CH2:11][CH2:10]2)[CH:5]=[CH:6][C:7]=1[Cl:8].C(=O)([O-])[O-].[K+].[K+].C[C:22](=[O:25])[CH2:23][CH3:24]. (3) Given the product [ClH:40].[C:15]([C:14]([C:17]1[CH:22]=[CH:21][CH:20]=[C:19]([O:23][CH3:24])[CH:18]=1)([CH2:13][CH2:12][CH2:11][N:10]([CH3:9])[CH3:25])[C:26]([CH:29]([C:35]([O:37][CH2:38][CH3:39])=[O:36])[C:30]([O:32][CH2:33][CH3:34])=[O:31])([CH3:27])[CH3:28])#[N:16], predict the reactants needed to synthesize it. The reactants are: C([N-]C(C)C)(C)C.[Li+].[CH3:9][N:10]([CH3:25])[CH2:11][CH2:12][CH2:13][CH:14]([C:17]1[CH:22]=[CH:21][CH:20]=[C:19]([O:23][CH3:24])[CH:18]=1)[C:15]#[N:16].[C:26](=[C:29]([C:35]([O:37][CH2:38][CH3:39])=[O:36])[C:30]([O:32][CH2:33][CH3:34])=[O:31])([CH3:28])[CH3:27].[ClH:40]. (4) Given the product [F:11][C:10]1[CH:9]=[C:8]([NH:12][S:13]([CH3:16])(=[O:15])=[O:14])[C:7]([CH3:17])=[CH:6][C:5]=1[C@H:3]([NH:2][C:30]([CH:28]1[CH2:27][O:26][C:24]2=[N:25][C:20]([C:19]([F:33])([F:18])[F:34])=[CH:21][CH:22]=[C:23]2[O:29]1)=[O:31])[CH3:4], predict the reactants needed to synthesize it. The reactants are: Cl.[NH2:2][C@@H:3]([C:5]1[C:10]([F:11])=[CH:9][C:8]([NH:12][S:13]([CH3:16])(=[O:15])=[O:14])=[C:7]([CH3:17])[CH:6]=1)[CH3:4].[F:18][C:19]([F:34])([F:33])[C:20]1[N:25]=[C:24]2[O:26][CH2:27][CH:28]([C:30](O)=[O:31])[O:29][C:23]2=[CH:22][CH:21]=1.C(N(CC)C(C)C)(C)C.CN(C(ON1N=NC2C=CC=NC1=2)=[N+](C)C)C.F[P-](F)(F)(F)(F)F.C([O-])(O)=O.[Na+].